Dataset: Reaction yield outcomes from USPTO patents with 853,638 reactions. Task: Predict the reaction yield, written as a fraction of the theoretical maximum amount of product (1.0 means a 100% yield; for example, 0.34 means a 34% yield). (1) The reactants are [ClH:1].Cl.[Cl:3][C:4]1[CH:16]=[CH:15][C:7]([CH2:8][N:9]2[CH2:14][CH2:13][NH:12][CH2:11][CH2:10]2)=[CH:6][CH:5]=1.Br[CH:18]([CH3:27])[C:19]([C:21]1[CH:26]=[CH:25][CH:24]=[CH:23][CH:22]=1)=[O:20]. The catalyst is C(O)C. The product is [ClH:3].[ClH:1].[Cl:3][C:4]1[CH:16]=[CH:15][C:7]([CH2:8][N:9]2[CH2:14][CH2:13][N:12]([CH:18]([C:19](=[O:20])[C:21]3[CH:26]=[CH:25][CH:24]=[CH:23][CH:22]=3)[CH3:27])[CH2:11][CH2:10]2)=[CH:6][CH:5]=1. The yield is 0.595. (2) The product is [CH3:1][O:2][C:3]([C:5]1([C:8]2[CH:13]=[CH:12][C:11]([OH:14])=[C:10]([NH2:15])[CH:9]=2)[CH2:7][CH2:6]1)=[O:4]. The catalyst is CO.[Ni]. The yield is 0.740. The reactants are [CH3:1][O:2][C:3]([C:5]1([C:8]2[CH:13]=[CH:12][C:11]([OH:14])=[C:10]([N+:15]([O-])=O)[CH:9]=2)[CH2:7][CH2:6]1)=[O:4]. (3) The reactants are Cl[C:2]1[N:11]=[CH:10][C:9]2[N:8]([CH:12]3[CH2:17][CH2:16][O:15][CH2:14][CH2:13]3)[C:7](=[O:18])[C:6]3([CH3:23])[CH2:19][O:20][CH2:21][CH2:22][N:5]3[C:4]=2[N:3]=1.[CH3:24][NH:25][C:26]([NH:28][C:29]1[CH:34]=[CH:33][C:32](B2OC(C)(C)C(C)(C)O2)=[CH:31][CH:30]=1)=[O:27].C(=O)(O)[O-].[Na+]. The catalyst is O1CCOCC1.C1C=CC(P(C2C=CC=CC=2)[C-]2C=CC=C2)=CC=1.C1C=CC(P(C2C=CC=CC=2)[C-]2C=CC=C2)=CC=1.Cl[Pd]Cl.[Fe+2]. The product is [CH3:24][NH:25][C:26]([NH:28][C:29]1[CH:34]=[CH:33][C:32]([C:2]2[N:11]=[CH:10][C:9]3[N:8]([CH:12]4[CH2:17][CH2:16][O:15][CH2:14][CH2:13]4)[C:7](=[O:18])[C:6]4([CH3:23])[CH2:19][O:20][CH2:21][CH2:22][N:5]4[C:4]=3[N:3]=2)=[CH:31][CH:30]=1)=[O:27]. The yield is 0.674. (4) The reactants are [C:1](=[O:4])([O-])[O-].[K+].[K+].S([O:12][CH3:13])(OC)(=O)=O.CC(C)=O.[CH3:18][O:19][C:20]1[CH:25]=[C:24](O)[CH:23]=[C:22]([O:27][CH3:28])[C:21]=1O. The catalyst is CCOC(C)=O.CCCCCC. The product is [CH3:18][O:19][C:20]1[CH:21]=[C:22]([O:27][CH3:28])[CH:23]=[C:24]([O:12][CH3:13])[C:25]=1[O:4][CH3:1]. The yield is 0.990. (5) The reactants are [CH3:1][C:2]1[N:40]=[C:5]2[N:6]([CH2:33][CH:34]([OH:39])[C:35]([F:38])([F:37])[F:36])[C:7](=[O:32])[C:8]([CH2:13][C:14]3[CH:19]=[CH:18][C:17]([C:20]4[CH:25]=[CH:24][CH:23]=[CH:22][C:21]=4[C:26]4[NH:30][C:29](=[O:31])[O:28][N:27]=4)=[CH:16][CH:15]=3)=[C:9]([CH2:10][CH2:11][CH3:12])[N:4]2[N:3]=1.CC(OI1(OC(C)=O)(OC(C)=O)OC(=O)C2C=CC=CC1=2)=O.C(=O)([O-])O.[Na+].O.O.O.O.O.S([O-])([O-])(=O)=S.[Na+].[Na+]. The catalyst is C(OCC)(=O)C.C(#N)C. The product is [CH3:1][C:2]1[N:40]=[C:5]2[N:6]([CH2:33][C:34](=[O:39])[C:35]([F:38])([F:37])[F:36])[C:7](=[O:32])[C:8]([CH2:13][C:14]3[CH:19]=[CH:18][C:17]([C:20]4[CH:25]=[CH:24][CH:23]=[CH:22][C:21]=4[C:26]4[NH:30][C:29](=[O:31])[O:28][N:27]=4)=[CH:16][CH:15]=3)=[C:9]([CH2:10][CH2:11][CH3:12])[N:4]2[N:3]=1. The yield is 0.430. (6) The reactants are Br[CH2:2][C:3]1[C:12]2[C:7](=[CH:8][CH:9]=[CH:10][CH:11]=2)[C:6]([CH:13]=[O:14])=[CH:5][CH:4]=1.[C:15]1(=[O:25])[NH:19][C:18](=[O:20])[C:17]2=[CH:21][CH:22]=[CH:23][CH:24]=[C:16]12.[K]. The catalyst is CN(C=O)C.O. The product is [O:20]=[C:18]1[C:17]2[C:16](=[CH:24][CH:23]=[CH:22][CH:21]=2)[C:15](=[O:25])[N:19]1[CH2:2][C:3]1[C:12]2[C:7](=[CH:8][CH:9]=[CH:10][CH:11]=2)[C:6]([CH:13]=[O:14])=[CH:5][CH:4]=1. The yield is 0.980. (7) The reactants are [C:1]([C:3]1[CH:27]=[CH:26][C:6]2[C:7]3[CH:13]=[C:12]([S:14]([NH:17][C@H:18]([CH:23]([CH3:25])[CH3:24])[C:19]([O:21][CH3:22])=[O:20])(=[O:16])=[O:15])[CH:11]=[CH:10][C:8]=3[O:9][C:5]=2[CH:4]=1)#[N:2].Cl.[NH2:29][OH:30].C(N(CC)CC)C. The catalyst is CN(C=O)C. The product is [OH:30][NH:29][C:1]([C:3]1[CH:27]=[CH:26][C:6]2[C:7]3[CH:13]=[C:12]([S:14]([NH:17][C@H:18]([CH:23]([CH3:24])[CH3:25])[C:19]([O:21][CH3:22])=[O:20])(=[O:15])=[O:16])[CH:11]=[CH:10][C:8]=3[O:9][C:5]=2[CH:4]=1)=[NH:2]. The yield is 0.850. (8) The reactants are [CH3:1][O:2][CH2:3][C@@H:4]([O:6][C:7]1[CH:8]=[C:9]([CH:13]=[C:14]([O:16][C:17]2[CH:22]=[C:21]([F:23])[CH:20]=[C:19]([F:24])[CH:18]=2)[CH:15]=1)[C:10]([OH:12])=O)[CH3:5].C(Cl)(=O)C(Cl)=O.[Cl:31][CH2:32][C:33]1[N:34]=[C:35]([NH2:38])[S:36][CH:37]=1.C(N(CC)CC)C.CN(C1C=CC=CN=1)C. The catalyst is C(Cl)Cl.CN(C=O)C. The yield is 0.330. The product is [F:24][C:19]1[CH:18]=[C:17]([CH:22]=[C:21]([F:23])[CH:20]=1)[O:16][C:14]1[CH:13]=[C:9]([CH:8]=[C:7]([O:6][C@@H:4]([CH3:5])[CH2:3][O:2][CH3:1])[CH:15]=1)[C:10]([NH:38][C:35]1[S:36][CH:37]=[C:33]([CH2:32][Cl:31])[N:34]=1)=[O:12]. (9) The reactants are [Br:1][C:2]1[CH:10]=[CH:9][C:5]([C:6]([OH:8])=[O:7])=[CH:4][C:3]=1[C:11]([F:14])([F:13])[F:12].S(Cl)(Cl)=O.[CH3:19]O. No catalyst specified. The product is [Br:1][C:2]1[CH:10]=[CH:9][C:5]([C:6]([O:8][CH3:19])=[O:7])=[CH:4][C:3]=1[C:11]([F:12])([F:13])[F:14]. The yield is 0.940.